This data is from Catalyst prediction with 721,799 reactions and 888 catalyst types from USPTO. The task is: Predict which catalyst facilitates the given reaction. (1) Reactant: [NH2:1][C:2]1[CH:19]=[CH:18][C:5]2[CH2:6][N:7]([C:11]([O:13][C:14]([CH3:17])([CH3:16])[CH3:15])=[O:12])[CH2:8][CH2:9][CH2:10][C:4]=2[CH:3]=1.[C:20](Cl)([O:22][CH2:23][C:24]1[CH:29]=[CH:28][CH:27]=[CH:26][CH:25]=1)=[O:21].C(N(CC)CC)C.O. The catalyst class is: 1. Product: [CH2:23]([O:22][C:20]([NH:1][C:2]1[CH:19]=[CH:18][C:5]2[CH2:6][N:7]([C:11]([O:13][C:14]([CH3:16])([CH3:15])[CH3:17])=[O:12])[CH2:8][CH2:9][CH2:10][C:4]=2[CH:3]=1)=[O:21])[C:24]1[CH:29]=[CH:28][CH:27]=[CH:26][CH:25]=1. (2) Product: [CH3:20][O:19][N:18]([CH3:17])[C:13](=[O:14])[CH2:12][C:10]1[CH:9]=[CH:8][C:5]2[O:6][CH2:7][C:2](=[O:1])[NH:3][C:4]=2[CH:11]=1. The catalyst class is: 2. Reactant: [O:1]=[C:2]1[CH2:7][O:6][C:5]2[CH:8]=[CH:9][C:10]([CH2:12][C:13](Cl)=[O:14])=[CH:11][C:4]=2[NH:3]1.Cl.[CH3:17][NH:18][O:19][CH3:20].C(N(CC)CC)C.O. (3) Reactant: [Cl:1][C:2]1[CH:7]=[CH:6][N:5]=[C:4]2[NH:8][C:9]([C:11]3[CH:16]=[CH:15][C:14]([C:17]([N:19]4[CH2:24][CH2:23][O:22][CH2:21][CH2:20]4)=[O:18])=[CH:13][CH:12]=3)=[N:10][C:3]=12.[CH3:25][O:26][C:27]1[CH:32]=[C:31](OC)[CH:30]=[CH:29][C:28]=1B(O)O.C(=O)([O-])[O-].[Na+].[Na+]. Product: [ClH:1].[CH3:25][O:26][C:27]1[CH:32]=[CH:31][CH:30]=[CH:29][C:28]=1[C:2]1[CH:7]=[CH:6][N:5]=[C:4]2[NH:8][C:9]([C:11]3[CH:16]=[CH:15][C:14]([C:17]([N:19]4[CH2:24][CH2:23][O:22][CH2:21][CH2:20]4)=[O:18])=[CH:13][CH:12]=3)=[N:10][C:3]=12. The catalyst class is: 140.